Dataset: Reaction yield outcomes from USPTO patents with 853,638 reactions. Task: Predict the reaction yield, written as a fraction of the theoretical maximum amount of product (1.0 means a 100% yield; for example, 0.34 means a 34% yield). (1) The yield is 0.810. The reactants are [CH2:1]([C:3]1[CH:8]=[CH:7][C:6]([C@H:9]2[CH2:14][C@@H:13]([C:15]([F:18])([F:17])[F:16])[N:12]3[N:19]=[CH:20][C:21]([C:22]([OH:24])=O)=[C:11]3[NH:10]2)=[CH:5][CH:4]=1)[CH3:2].CN(C(ON1N=NC2C=CC=NC1=2)=[N+](C)C)C.F[P-](F)(F)(F)(F)F.C(N(CC)C(C)C)(C)C.[CH3:58][C:59]1[O:65][C:62]([CH2:63][NH2:64])=[CH:61][CH:60]=1. No catalyst specified. The product is [CH2:1]([C:3]1[CH:4]=[CH:5][C:6]([C@H:9]2[CH2:14][C@@H:13]([C:15]([F:18])([F:17])[F:16])[N:12]3[N:19]=[CH:20][C:21]([C:22]([NH:64][CH2:63][C:62]4[O:65][C:59]([CH3:58])=[CH:60][CH:61]=4)=[O:24])=[C:11]3[NH:10]2)=[CH:7][CH:8]=1)[CH3:2]. (2) The reactants are [OH:1][CH2:2][C@H:3]1[CH2:8][CH2:7][C@H:6]([C:9]([O:11]C)=[O:10])[CH2:5][CH2:4]1. The catalyst is O1CCCC1.O. The product is [OH:1][CH2:2][C@H:3]1[CH2:4][CH2:5][C@H:6]([C:9]([OH:11])=[O:10])[CH2:7][CH2:8]1. The yield is 0.990. (3) The reactants are C[O:2][C:3]1[C:4]([C:21]([NH:23][C:24]2[CH:29]=[CH:28][CH:27]=[CH:26][CH:25]=2)=[O:22])=[CH:5][C:6]2[C:11]([CH:12]=1)=[CH:10][CH:9]=[C:8]([C:13]1[CH:18]=[CH:17][CH:16]=[C:15]([O:19]C)[CH:14]=1)[CH:7]=2.B(Br)(Br)Br. No catalyst specified. The product is [OH:2][C:3]1[C:4]([C:21]([NH:23][C:24]2[CH:25]=[CH:26][CH:27]=[CH:28][CH:29]=2)=[O:22])=[CH:5][C:6]2[C:11]([CH:12]=1)=[CH:10][CH:9]=[C:8]([C:13]1[CH:18]=[CH:17][CH:16]=[C:15]([OH:19])[CH:14]=1)[CH:7]=2. The yield is 0.500. (4) The product is [N+:1]([C:4]1[CH:13]=[CH:12][C:7]([O:8][CH2:9][CH2:10][O:11][CH2:17][C:18]([O:20][CH3:21])=[O:19])=[CH:6][CH:5]=1)([O-:3])=[O:2]. The catalyst is C1COCC1. The yield is 0.680. The reactants are [N+:1]([C:4]1[CH:13]=[CH:12][C:7]([O:8][CH2:9][CH2:10][OH:11])=[CH:6][CH:5]=1)([O-:3])=[O:2].[H-].[Na+].Br[CH2:17][C:18]([O:20][CH3:21])=[O:19]. (5) The reactants are [Br:1][C:2]1[CH:11]=[CH:10][CH:9]=[C:8]2[C:3]=1[CH2:4][C:5]([CH3:17])([CH3:16])[N:6](C(OC)=O)[CH2:7]2.[OH-].[K+]. The catalyst is C(O)CO.O. The product is [Br:1][C:2]1[CH:11]=[CH:10][CH:9]=[C:8]2[C:3]=1[CH2:4][C:5]([CH3:17])([CH3:16])[NH:6][CH2:7]2. The yield is 0.394. (6) The reactants are Cl[C:2]1[CH:3]=[C:4]([O:8][CH3:9])[CH:5]=[CH:6][CH:7]=1.[C:10]1([C:16]#[CH:17])[CH:15]=[CH:14][CH:13]=[CH:12][CH:11]=1.C([O-])([O-])=O.[Cs+].[Cs+].O. The catalyst is C1(P(C2CCCCC2)C2C=CC=CC=2C2C(C(C)C)=CC(S([O-])(=O)=O)=CC=2C(C)C)CCCCC1.[Na+].C(#N)C. The product is [CH3:9][O:8][C:4]1[CH:5]=[CH:6][CH:7]=[C:2]([C:17]#[C:16][C:10]2[CH:15]=[CH:14][CH:13]=[CH:12][CH:11]=2)[CH:3]=1. The yield is 0.950.